This data is from Forward reaction prediction with 1.9M reactions from USPTO patents (1976-2016). The task is: Predict the product of the given reaction. (1) Given the reactants [CH3:1][CH:2]([O:4][CH2:5][C@@H:6]([C:18]([O:20][CH3:21])=[O:19])[NH:7]C(OCC1C=CC=CC=1)=O)[CH3:3], predict the reaction product. The product is: [CH3:3][CH:2]([O:4][CH2:5][C@@H:6]([C:18]([O:20][CH3:21])=[O:19])[NH2:7])[CH3:1]. (2) Given the reactants [CH2:1]([C:9]1[C:10]([C:18]2[CH:23]=[CH:22][C:21]([OH:24])=[CH:20][CH:19]=2)=[CH:11][N:12]2[C:17]=1[CH:16]=[CH:15][CH:14]=[CH:13]2)[CH2:2][C:3]1[CH:8]=[CH:7][CH:6]=[CH:5][CH:4]=1.C[C:26]([CH3:29])([O-])[CH3:27].[Na+].[Cl-], predict the reaction product. The product is: [CH2:1]([C:9]1[C:10]([C:18]2[CH:19]=[CH:20][C:21]([O:24][CH2:9][CH2:10][CH2:11][N:12]3[CH2:29][CH2:26][CH2:27][CH2:14][CH2:13]3)=[CH:22][CH:23]=2)=[CH:11][N:12]2[C:17]=1[CH:16]=[CH:15][CH:14]=[CH:13]2)[CH2:2][C:3]1[CH:4]=[CH:5][CH:6]=[CH:7][CH:8]=1. (3) Given the reactants [C:1](Cl)(=[O:4])[CH2:2][CH3:3].[Cl-].[Al+3].[Cl-].[Cl-].[Cl:10][C:11]1[CH:12]=[C:13]([O:17][CH3:18])[CH:14]=[CH:15][CH:16]=1, predict the reaction product. The product is: [Cl:10][C:11]1[CH:12]=[C:13]([O:17][CH3:18])[CH:14]=[CH:15][C:16]=1[C:1](=[O:4])[CH2:2][CH3:3]. (4) The product is: [C:6]([C:8]1[CH:9]=[CH:10][C:11]([C:12]([NH:14][C:15]2[CH:16]=[CH:17][C:18]([CH3:31])=[C:19]([NH:21][C:22](=[O:30])[C:23]3[CH:28]=[CH:27][C:26]([O:29][CH2:4][CH2:3][O:2][CH3:1])=[CH:25][CH:24]=3)[CH:20]=2)=[O:13])=[CH:32][CH:33]=1)#[N:7]. Given the reactants [CH3:1][O:2][CH2:3][CH2:4]Br.[C:6]([C:8]1[CH:33]=[CH:32][C:11]([C:12]([NH:14][C:15]2[CH:16]=[CH:17][C:18]([CH3:31])=[C:19]([NH:21][C:22](=[O:30])[C:23]3[CH:28]=[CH:27][C:26]([OH:29])=[CH:25][CH:24]=3)[CH:20]=2)=[O:13])=[CH:10][CH:9]=1)#[N:7].C(=O)([O-])[O-].[K+].[K+].O, predict the reaction product. (5) Given the reactants [NH:1]1[CH2:6][CH2:5][O:4][CH2:3][CH:2]1[C:7]([OH:9])=O.C1CCN2C(=NCCC2)CC1.[Cl:21][C:22]1[CH:27]=[C:26]([N+:28]([O-:30])=[O:29])[CH:25]=[CH:24][C:23]=1[N:31]=[C:32]=[O:33], predict the reaction product. The product is: [Cl:21][C:22]1[CH:27]=[C:26]([N+:28]([O-:30])=[O:29])[CH:25]=[CH:24][C:23]=1[N:31]1[C:7](=[O:9])[CH:2]2[CH2:3][O:4][CH2:5][CH2:6][N:1]2[C:32]1=[O:33]. (6) Given the reactants BrC1C=CC=C2C=1C(C1C(O)=CC3OCOC=3C=1)[C:5](=[O:16])N2CCCCC.[OH:27][C:28]1[C:29]([CH:38]2[C:46]3[C:41](=[CH:42][CH:43]=[CH:44][CH:45]=3)[N:40]([CH2:47][C:48]([O:50][CH2:51][CH3:52])=[O:49])[C:39]2=[O:53])=[CH:30][C:31]2[CH2:32][CH2:33][CH2:34][CH2:35][C:36]=2[CH:37]=1, predict the reaction product. The product is: [OH:16][CH2:5][C:38]1([C:29]2[C:28]([OH:27])=[CH:37][C:36]3[CH2:35][CH2:34][CH2:33][CH2:32][C:31]=3[CH:30]=2)[C:46]2[C:41](=[CH:42][CH:43]=[CH:44][CH:45]=2)[N:40]([CH2:47][C:48]([O:50][CH2:51][CH3:52])=[O:49])[C:39]1=[O:53].